Task: Predict which catalyst facilitates the given reaction.. Dataset: Catalyst prediction with 721,799 reactions and 888 catalyst types from USPTO (1) The catalyst class is: 2. Product: [F:1][C:2]1[CH:3]=[C:4]([CH:16]=[C:17]([F:19])[CH:18]=1)[CH2:5][CH:6]1[CH2:11][CH:10]([C:12]([O:14][CH3:15])=[O:13])[CH2:9][CH2:8][N:7]1[C:29]([O:30][CH3:31])=[O:32]. Reactant: [F:1][C:2]1[CH:3]=[C:4]([CH:16]=[C:17]([F:19])[CH:18]=1)[CH2:5][CH:6]1[CH2:11][CH:10]([C:12]([O:14][CH3:15])=[O:13])[CH2:9][CH2:8][NH:7]1.CCN(C(C)C)C(C)C.[C:29](Cl)(=[O:32])[O:30][CH3:31]. (2) Reactant: [OH:1][C:2]1[CH:3]=[C:4]2[C:8](=[CH:9][CH:10]=1)[CH:7]([NH:11][S:12]([CH:15]([CH3:17])[CH3:16])(=[O:14])=[O:13])[CH2:6][CH2:5]2.[CH3:18][O:19][C:20]1[CH:21]=[C:22](B(O)O)[CH:23]=[N:24][CH:25]=1.C(N(CC)CC)C. Product: [CH3:18][O:19][C:20]1[CH:21]=[C:22]([O:1][C:2]2[CH:3]=[C:4]3[C:8](=[CH:9][CH:10]=2)[CH:7]([NH:11][S:12]([CH:15]([CH3:17])[CH3:16])(=[O:14])=[O:13])[CH2:6][CH2:5]3)[CH:23]=[N:24][CH:25]=1. The catalyst class is: 221. (3) Reactant: C[O:2][CH:3](OC)[CH2:4][N:5]1[CH:9]=[C:8]([N+:10]([O-:12])=[O:11])[CH:7]=[N:6]1.Cl. Product: [N+:10]([C:8]1[CH:7]=[N:6][N:5]([CH2:4][CH:3]=[O:2])[CH:9]=1)([O-:12])=[O:11]. The catalyst class is: 1. (4) Reactant: [H-].[H-].[H-].[H-].[Li+].[Al+3].[Cl:7][C:8]1[CH:13]=[CH:12][C:11]([CH:14]=[C:15]([N+:17]([O-])=O)[CH3:16])=[CH:10][C:9]=1[O:20][CH3:21]. Product: [Cl:7][C:8]1[CH:13]=[CH:12][C:11]([CH2:14][CH:15]([NH2:17])[CH3:16])=[CH:10][C:9]=1[O:20][CH3:21]. The catalyst class is: 1. (5) Reactant: [Cl:1][C:2]1[C:3]([N:12]2[CH2:17][CH2:16][N:15]([CH:18]([C:20]3[CH:25]=[CH:24][CH:23]=[CH:22][CH:21]=3)[CH3:19])[CH2:14][CH2:13]2)=[C:4]([N+:9]([O-])=O)[C:5]([NH2:8])=[N:6][CH:7]=1.[CH3:26][N:27]([CH3:36])[C:28]1[CH:35]=[CH:34][C:31]([CH:32]=O)=[CH:30][CH:29]=1.[O-]S(S([O-])=O)=O.[Na+].[Na+]. Product: [Cl:1][C:2]1[C:3]([N:12]2[CH2:17][CH2:16][N:15]([CH:18]([C:20]3[CH:25]=[CH:24][CH:23]=[CH:22][CH:21]=3)[CH3:19])[CH2:14][CH2:13]2)=[C:4]2[N:9]=[C:32]([C:31]3[CH:34]=[CH:35][C:28]([N:27]([CH3:36])[CH3:26])=[CH:29][CH:30]=3)[NH:8][C:5]2=[N:6][CH:7]=1. The catalyst class is: 8. (6) Product: [CH3:35][O:34][C:27]1[CH:26]=[C:25]([CH:30]=[C:29]([O:31][CH3:32])[C:28]=1[CH3:33])[C:24]([NH:23][CH2:22][C:21]1[CH:37]=[CH:38][C:39]([C:41]2[N:45]=[C:44]([CH3:46])[O:43][N:42]=2)=[CH:40][C:20]=1[NH:19][CH2:54][CH2:53][C:47]1[CH:52]=[CH:51][CH:50]=[CH:49][CH:48]=1)=[O:36]. The catalyst class is: 26. Reactant: C(O)(=O)C.C(O[BH-](OC(=O)C)OC(=O)C)(=O)C.[Na+].[NH2:19][C:20]1[CH:40]=[C:39]([C:41]2[N:45]=[C:44]([CH3:46])[O:43][N:42]=2)[CH:38]=[CH:37][C:21]=1[CH2:22][NH:23][C:24](=[O:36])[C:25]1[CH:30]=[C:29]([O:31][CH3:32])[C:28]([CH3:33])=[C:27]([O:34][CH3:35])[CH:26]=1.[C:47]1([CH2:53][CH:54]=O)[CH:52]=[CH:51][CH:50]=[CH:49][CH:48]=1. (7) Reactant: CON(C)[C:4]([C:6]1[CH:11]=[N:10][C:9]([O:12][CH3:13])=[CH:8][N:7]=1)=[O:5].[CH3:15][Mg]Br. Product: [CH3:13][O:12][C:9]1[N:10]=[CH:11][C:6]([C:4](=[O:5])[CH3:15])=[N:7][CH:8]=1. The catalyst class is: 305.